Dataset: Forward reaction prediction with 1.9M reactions from USPTO patents (1976-2016). Task: Predict the product of the given reaction. (1) Given the reactants [NH2:1][C:2]1[N:7]=[CH:6][N:5]=[C:4]([NH:8][C@H:9]([C:11]2[N:16]([C:17]3[CH:22]=[CH:21][CH:20]=[CH:19][CH:18]=3)[C:15](=[O:23])[C:14]3=[C:24]([CH3:27])[CH:25]=[CH:26][N:13]3[N:12]=2)[CH3:10])[C:3]=1Br.[CH3:29][O:30][C:31]1[CH:36]=[CH:35][C:34]([S:37]([N:40]2[C:48]3[C:43](=[CH:44][CH:45]=[C:46](B4OC(C)(C)C(C)(C)O4)[CH:47]=3)[CH:42]=[N:41]2)(=[O:39])=[O:38])=[CH:33][CH:32]=1.C(=O)([O-])[O-].[Cs+].[Cs+], predict the reaction product. The product is: [NH2:1][C:2]1[N:7]=[CH:6][N:5]=[C:4]([NH:8][C@H:9]([C:11]2[N:16]([C:17]3[CH:22]=[CH:21][CH:20]=[CH:19][CH:18]=3)[C:15](=[O:23])[C:14]3=[C:24]([CH3:27])[CH:25]=[CH:26][N:13]3[N:12]=2)[CH3:10])[C:3]=1[C:46]1[CH:47]=[C:48]2[C:43]([CH:42]=[N:41][N:40]2[S:37]([C:34]2[CH:35]=[CH:36][C:31]([O:30][CH3:29])=[CH:32][CH:33]=2)(=[O:39])=[O:38])=[CH:44][CH:45]=1. (2) The product is: [ClH:4].[NH2:15][C:16]1[N:21]=[C:20]([O:3][CH3:2])[C:19]([C:23](=[O:39])[CH2:24][CH2:25][CH:26]2[CH2:27][CH2:28][NH:29][CH2:30][CH2:31]2)=[CH:18][C:17]=1[Cl:49]. Given the reactants C(Cl)(=O)[C:2]([Cl:4])=[O:3].CS(C)=O.CC(C)(C)C([NH:15][C:16]1[N:21]=[C:20](F)[C:19]([CH:23]([OH:39])[CH2:24][CH2:25][CH:26]2[CH2:31][CH2:30][N:29](C(OC(C)(C)C)=O)[CH2:28][CH2:27]2)=[CH:18][CH:17]=1)=O.C(N(CC)CC)C.[Cl:49]CCl, predict the reaction product. (3) Given the reactants [Br:1][C:2]1[CH:7]=[CH:6][C:5]([SH:8])=[CH:4][CH:3]=1.C([O-])([O-])=O.[K+].[K+].F[C:16]1[CH:21]=[CH:20][C:19]([N+:22]([O-:24])=[O:23])=[CH:18][CH:17]=1, predict the reaction product. The product is: [Br:1][C:2]1[CH:7]=[CH:6][C:5]([S:8][C:16]2[CH:21]=[CH:20][C:19]([N+:22]([O-:24])=[O:23])=[CH:18][CH:17]=2)=[CH:4][CH:3]=1. (4) Given the reactants [CH3:1][C:2]1[CH:7]=[C:6]([N+:8]([O-])=O)[CH:5]=[C:4]([CH3:11])[C:3]=1[N:12]1[CH:17]=[CH:16][CH:15]=[C:14]([O:18][CH3:19])[C:13]1=[O:20].C([O-])=O.[NH4+], predict the reaction product. The product is: [NH2:8][C:6]1[CH:5]=[C:4]([CH3:11])[C:3]([N:12]2[CH:17]=[CH:16][CH:15]=[C:14]([O:18][CH3:19])[C:13]2=[O:20])=[C:2]([CH3:1])[CH:7]=1. (5) Given the reactants [Cl:1][C:2]1[CH:12]=[CH:11][C:5]([C:6]([O:8][CH2:9][CH3:10])=[O:7])=[CH:4][C:3]=1[O:13][C:14]1[C:19]([S:20][CH2:21][CH2:22][C:23](OC)=O)=[CH:18][N:17]=[C:16]([NH:27][C:28]2[S:29][CH:30]=[C:31]([CH3:33])[N:32]=2)[CH:15]=1.CC([O-])(C)C.[K+].Br.BrC[C:43]1[CH:48]=[CH:47]C=C[N:44]=1.[Cl-].[NH4+], predict the reaction product. The product is: [Cl:1][C:2]1[CH:12]=[CH:11][C:5]([C:6]([O:8][CH2:9][CH3:10])=[O:7])=[CH:4][C:3]=1[O:13][C:14]1[C:19]([S:20][CH2:21][C:22]2[CH:23]=[CH:47][CH:48]=[CH:43][N:44]=2)=[CH:18][N:17]=[C:16]([NH:27][C:28]2[S:29][CH:30]=[C:31]([CH3:33])[N:32]=2)[CH:15]=1. (6) Given the reactants [O:1]=[S:2]1(=[O:25])[CH2:7][CH2:6][N:5]([CH2:8][CH2:9][CH2:10][O:11][C:12]2[CH:21]=[C:20]3[C:15]([C:16](=O)[NH:17][CH:18]=[N:19]3)=[CH:14][C:13]=2[O:23][CH3:24])[CH2:4][CH2:3]1.S(Cl)([Cl:28])=O.CN(C=O)C, predict the reaction product. The product is: [Cl:28][C:16]1[C:15]2[C:20](=[CH:21][C:12]([O:11][CH2:10][CH2:9][CH2:8][N:5]3[CH2:6][CH2:7][S:2](=[O:25])(=[O:1])[CH2:3][CH2:4]3)=[C:13]([O:23][CH3:24])[CH:14]=2)[N:19]=[CH:18][N:17]=1. (7) Given the reactants [NH2:1][C:2]1[C:3]([C:14]([NH2:16])=[O:15])=[N:4][N:5]([C:7]2[CH:12]=[CH:11][CH:10]=[C:9]([Br:13])[CH:8]=2)[CH:6]=1.[S-:17][C:18]#[N:19].[NH4+], predict the reaction product. The product is: [NH2:19][C:18]([NH:1][C:2]1[C:3]([C:14]([NH2:16])=[O:15])=[N:4][N:5]([C:7]2[CH:12]=[CH:11][CH:10]=[C:9]([Br:13])[CH:8]=2)[CH:6]=1)=[S:17].